Dataset: Catalyst prediction with 721,799 reactions and 888 catalyst types from USPTO. Task: Predict which catalyst facilitates the given reaction. Reactant: [CH:1]([C:4]1[CH:9]=[CH:8][C:7]([NH:10][C:11](=[O:22])[O:12][C:13]2[CH:14]=[C:15]3[C:19](=[CH:20][CH:21]=2)[NH:18][CH2:17][CH2:16]3)=[CH:6][CH:5]=1)([CH3:3])[CH3:2].[CH3:23][O:24][C:25]1[CH:32]=[CH:31][C:28]([CH:29]=O)=[CH:27][CH:26]=1.C(O)(=O)C.[Na].C([O-])(O)=O.[Na+]. Product: [CH:1]([C:4]1[CH:5]=[CH:6][C:7]([NH:10][C:11](=[O:22])[O:12][C:13]2[CH:14]=[C:15]3[C:19](=[CH:20][CH:21]=2)[N:18]([CH2:29][C:28]2[CH:31]=[CH:32][C:25]([O:24][CH3:23])=[CH:26][CH:27]=2)[CH2:17][CH2:16]3)=[CH:8][CH:9]=1)([CH3:3])[CH3:2]. The catalyst class is: 268.